Dataset: hERG Central: cardiac toxicity at 1µM, 10µM, and general inhibition. Task: Predict hERG channel inhibition at various concentrations. Results: hERG_inhib (hERG inhibition (general)): blocker. The compound is CCN1CCN(c2nc(-c3ccccc3Cl)nc3ccccc23)CC1.Cl.